Dataset: Reaction yield outcomes from USPTO patents with 853,638 reactions. Task: Predict the reaction yield, written as a fraction of the theoretical maximum amount of product (1.0 means a 100% yield; for example, 0.34 means a 34% yield). (1) The product is [Cl:13][C:9]1[CH:10]=[CH:11][C:2]([C:20]#[N:17])=[CH:3][C:4]=1[C:5]([O:7][CH3:8])=[O:6]. The catalyst is C(OCC)(=O)C.[C-]#N.[Zn+2].[C-]#N.Cl[Pd]Cl.C1(P(C2C=CC=CC=2)[C-]2C=CC=C2)C=CC=CC=1.[C-]1(P(C2C=CC=CC=2)C2C=CC=CC=2)C=CC=C1.[Fe+2]. The reactants are Cl[C:2]1[CH:3]=[C:4]([CH:9]=[C:10](Cl)[CH:11]=1)[C:5]([O:7][CH3:8])=[O:6].[Cl:13]CCl.C[N:17]([CH3:20])C=O. The yield is 0.170. (2) The reactants are [CH2:1]([O:8][CH:9]([CH3:14])[CH2:10][CH2:11][CH2:12][OH:13])[C:2]1[CH:7]=[CH:6][CH:5]=[CH:4][CH:3]=1.CC(C)=[O:17].OS(O)(=O)=O.O=[Cr](=O)=O.S([O-])([O-])=O.[Na+].[Na+]. The catalyst is CC(C)=O. The product is [CH2:1]([O:8][CH:9]([CH3:14])[CH2:10][CH2:11][C:12]([OH:17])=[O:13])[C:2]1[CH:7]=[CH:6][CH:5]=[CH:4][CH:3]=1. The yield is 0.630. (3) The reactants are [CH2:1]1[C:3]2([CH2:8][O:7][CH:6]([CH2:9][O:10][C:11]3[CH:16]=[CH:15][N+:14]([O-])=[C:13]([CH3:18])[C:12]=3[CH3:19])[O:5][CH2:4]2)[CH2:2]1.C(OC(=O)C)(=[O:22])C.[OH-].[Na+]. No catalyst specified. The product is [CH2:1]1[C:3]2([CH2:8][O:7][CH:6]([CH2:9][O:10][C:11]3[CH:16]=[CH:15][N:14]=[C:13]([CH2:18][OH:22])[C:12]=3[CH3:19])[O:5][CH2:4]2)[CH2:2]1. The yield is 0.289. (4) The reactants are [CH3:1][O:2][C:3]1[CH:8]=[CH:7][CH:6]=[CH:5][C:4]=1[C:9]1[N:17]2[C:12]([CH:13]=[N:14][C:15]([C:18]#N)=[N:16]2)=[CH:11][CH:10]=1.[OH-:20].[Na+].Cl.[OH2:23]. The catalyst is C(O)C. The product is [CH3:1][O:2][C:3]1[CH:8]=[CH:7][CH:6]=[CH:5][C:4]=1[C:9]1[N:17]2[C:12]([CH:13]=[N:14][C:15]([C:18]([OH:23])=[O:20])=[N:16]2)=[CH:11][CH:10]=1. The yield is 0.890. (5) The catalyst is C(Cl)Cl. The reactants are [NH2:1][CH:2]1[CH2:5][CH:4]([O:6][C:7]2[C:8]3[C:22]([C:23]#[N:24])=[CH:21][N:20]([CH2:25][O:26][CH2:27][CH2:28][Si:29]([CH3:32])([CH3:31])[CH3:30])[C:9]=3[N:10]=[C:11]([NH:13][C:14]3[CH:15]=[N:16][N:17]([CH3:19])[CH:18]=3)[N:12]=2)[CH2:3]1.[C:33](Cl)(=[O:36])[CH:34]=[CH2:35].CCN(C(C)C)C(C)C. The product is [C:23]([C:22]1[C:8]2[C:7]([O:6][CH:4]3[CH2:3][CH:2]([NH:1][C:33](=[O:36])[CH:34]=[CH2:35])[CH2:5]3)=[N:12][C:11]([NH:13][C:14]3[CH:15]=[N:16][N:17]([CH3:19])[CH:18]=3)=[N:10][C:9]=2[N:20]([CH2:25][O:26][CH2:27][CH2:28][Si:29]([CH3:32])([CH3:31])[CH3:30])[CH:21]=1)#[N:24]. The yield is 0.750.